From a dataset of Experimentally validated miRNA-target interactions with 360,000+ pairs, plus equal number of negative samples. Binary Classification. Given a miRNA mature sequence and a target amino acid sequence, predict their likelihood of interaction. (1) The miRNA is hsa-miR-383-5p with sequence AGAUCAGAAGGUGAUUGUGGCU. The protein sequence of the target gene is MGDWSFLGEFLEEVHKHSTVIGKVWLTVLFIFRMLVLGTAAESSWGDEQADFRCDTIQPGCQNVCYDQAFPISHIRYWVLQIIFVSTPSLVYMGHAMHTVRMQEKQKLRDAEKAKEAHRTGAYEYPVAEKAELSCWKEVDGKIVLQGTLLNTYVCTILIRTTMEVAFIVGQYLLYGIFLDTLHVCRRSPCPHPVNCYVSRPTEKNVFIVFMMAVAGLSLFLSLAELYHLGWKKIRQRFGKSRQGVDKHQLPGPPTSLVQSLTPPPDFNQCLKNSSGEKFFSDFSNNMGSRKNPDALATGE.... Result: 0 (no interaction). (2) The miRNA is hsa-miR-1228-5p with sequence GUGGGCGGGGGCAGGUGUGUG. The protein sequence of the target gene is MEGAPTVRQVMNEGDSSLATDLQEDVEENPSPTVEENNVVVKKQGPNLHNWSGDWSFWISSSTYKDRNEEYRRQFTHLPDTERLIADYACALQRDILLQGRLYLSENWLCFYSNIFRWETTISIALKNITFMTKEKTARLIPNAIQIVTESEKFFFTSFGARDRSYLSIFRLWQNVLLDKSLTRQEFWQLLQQNYGTELGLNAEEMENLSLSIEDVQPRSPGRSSLDDSGERDEKLSKSISFTSESISRVSETESFDGNSSKGGLGKEESQNEKQTKKSLLPTLEKKLTRVPSKSLDLNK.... Result: 0 (no interaction). (3) The miRNA is mmu-miR-139-5p with sequence UCUACAGUGCACGUGUCUCCAG. The protein sequence of the target gene is MGGPRGAGWVAAGLLLGAGACYCIYRLTRGRRRGDRELGIRSSKSAGALEEGTSEGQLCGRSARPQTGGTWESQWSKTSQPEDLTDGSYDDVLNAEQLQKLLYLLESTEDPVIIERALITLGNNAAFSVNQAIIRELGGIPIVANKINHSNQSIKEKALNALNNLSVNVENQIKIKIYISQVCEDVFSGPLNSAVQLAGLTLLTNMTVTNDHQHMLHSYITDLFQVLLTGNGNTKVQVLKLLLNLSENPAMTEGLLRAQVDSSFLSLYDSHVAKEILLRVLTLFQNIKNCLKIEGHLAVQ.... Result: 0 (no interaction).